Dataset: HIV replication inhibition screening data with 41,000+ compounds from the AIDS Antiviral Screen. Task: Binary Classification. Given a drug SMILES string, predict its activity (active/inactive) in a high-throughput screening assay against a specified biological target. (1) The result is 0 (inactive). The compound is CCCCCCCCCCCCCCCCP(=O)(O)OP(=O)(O)OCC1OC(n2cnc3c(N)ncnc32)C(O)C1O.[NaH]. (2) The drug is Nc1ccc(C(=O)NC(=Cc2ccc3c(c2)OCO3)c2nc3ccc4c(c3[nH]2)C(=O)c2ccccc2C4=O)cc1. The result is 0 (inactive). (3) The compound is COC(=O)NCC(OCc1cc2c(cc1I)OCO2)C1=CCCCC1. The result is 0 (inactive). (4) The compound is Cc1ccc([B-2]2(c3ccc(C)cc3)=NCCO2)cc1. The result is 0 (inactive). (5) The compound is NC(CCSSCCC(N)C(=O)O)C(=O)O. The result is 0 (inactive).